This data is from Forward reaction prediction with 1.9M reactions from USPTO patents (1976-2016). The task is: Predict the product of the given reaction. Given the reactants C1(P(C2C=CC=CC=2)C2C=CC=CC=2)C=CC=CC=1.N(C(OC(C)C)=O)=NC([O:24][CH:25]([CH3:27])C)=O.O[CH:35]([CH2:47][CH2:48][CH3:49])[CH2:36][CH2:37][N:38]([CH3:46])[C:39](=[O:45])[O:40][C:41]([CH3:44])([CH3:43])[CH3:42].[S:50]1C=CC=C1CC(O)=O, predict the reaction product. The product is: [C:25]([S:50][CH:35]([CH2:47][CH2:48][CH3:49])[CH2:36][CH2:37][N:38]([CH3:46])[C:39](=[O:45])[O:40][C:41]([CH3:44])([CH3:43])[CH3:42])(=[O:24])[CH3:27].